Task: Predict the reaction yield, written as a fraction of the theoretical maximum amount of product (1.0 means a 100% yield; for example, 0.34 means a 34% yield).. Dataset: Reaction yield outcomes from USPTO patents with 853,638 reactions (1) The reactants are O[CH2:2][C:3]([CH3:10])([CH3:9])[CH2:4][CH2:5][C:6]([OH:8])=[O:7].C([O-])([O-])=O.[K+].[K+].IC.O. The catalyst is CN(C=O)C. The product is [CH3:2][C:3]1([CH3:10])[CH2:9][O:7][C:6](=[O:8])[CH2:5][CH2:4]1. The yield is 0.470. (2) The reactants are Br[C:2]1[CH:10]=[C:9]2[C:5]([CH2:6][CH2:7][CH:8]2[NH:11][C:12](=[O:18])[O:13][C:14]([CH3:17])([CH3:16])[CH3:15])=[CH:4][CH:3]=1.[CH3:19][C:20]1([CH3:36])[C:24]([CH3:26])([CH3:25])[O:23][B:22]([B:22]2[O:23][C:24]([CH3:26])([CH3:25])[C:20]([CH3:36])([CH3:19])[O:21]2)[O:21]1.ClCCl.CC([O-])=O.[K+]. The catalyst is CCOC(C)=O.C1C=CC(P(C2C=CC=CC=2)[C-]2C=CC=C2)=CC=1.C1C=CC(P(C2C=CC=CC=2)[C-]2C=CC=C2)=CC=1.Cl[Pd]Cl.[Fe+2]. The product is [CH3:19][C:20]1([CH3:36])[C:24]([CH3:26])([CH3:25])[O:23][B:22]([C:2]2[CH:10]=[C:9]3[C:5]([CH2:6][CH2:7][CH:8]3[NH:11][C:12](=[O:18])[O:13][C:14]([CH3:17])([CH3:16])[CH3:15])=[CH:4][CH:3]=2)[O:21]1. The yield is 0.981. (3) The reactants are [CH3:1][NH:2][CH2:3][CH:4]([OH:12])[CH2:5][C:6]1[CH:11]=[CH:10][CH:9]=[CH:8][CH:7]=1.[CH3:25][C:24]([O:23][C:21](O[C:21]([O:23][C:24]([CH3:27])([CH3:26])[CH3:25])=[O:22])=[O:22])([CH3:27])[CH3:26]. The catalyst is C1COCC1. The product is [OH:12][CH:4]([CH2:5][C:6]1[CH:11]=[CH:10][CH:9]=[CH:8][CH:7]=1)[CH2:3][N:2]([CH3:1])[C:21](=[O:22])[O:23][C:24]([CH3:25])([CH3:26])[CH3:27]. The yield is 0.560. (4) The reactants are Br[C:2]1[CH:3]=[C:4]([NH:10][C:11]2[CH:16]=[CH:15][C:14]([N:17]3[CH2:22][C@@H:21]([CH3:23])[N:20]([CH:24]4[CH2:27][O:26][CH2:25]4)[CH2:19][C@@H:18]3[CH3:28])=[CH:13][N:12]=2)[C:5](=[O:9])[N:6]([CH3:8])[CH:7]=1.[C:29]([O:32][CH2:33][C:34]1[C:39](B2OC(C)(C)C(C)(C)O2)=[CH:38][C:37]([F:49])=[CH:36][C:35]=1[N:50]1[C:62](=[O:63])[C:61]2[S:60][C:59]3[CH2:58][CH2:57][CH2:56][CH2:55][C:54]=3[C:53]=2[CH:52]=[N:51]1)(=[O:31])[CH3:30].[O-]P([O-])([O-])=O.[K+].[K+].[K+].C([O-])(=O)C.[Na+]. The catalyst is C1C=CC(P(C2C=CC=CC=2)[C-]2C=CC=C2)=CC=1.C1C=CC(P(C2C=CC=CC=2)[C-]2C=CC=C2)=CC=1.Cl[Pd]Cl.[Fe+2].O.C(#N)C. The product is [C:29]([O:32][CH2:33][C:34]1[C:35]([N:50]2[C:62](=[O:63])[C:61]3[S:60][C:59]4[CH2:58][CH2:57][CH2:56][CH2:55][C:54]=4[C:53]=3[CH:52]=[N:51]2)=[CH:36][C:37]([F:49])=[CH:38][C:39]=1[C:2]1[CH:3]=[C:4]([NH:10][C:11]2[CH:16]=[CH:15][C:14]([N:17]3[CH2:22][C@@H:21]([CH3:23])[N:20]([CH:24]4[CH2:25][O:26][CH2:27]4)[CH2:19][C@@H:18]3[CH3:28])=[CH:13][N:12]=2)[C:5](=[O:9])[N:6]([CH3:8])[CH:7]=1)(=[O:31])[CH3:30]. The yield is 0.340. (5) The reactants are [Br:1][C:2]1[CH:3]=[C:4]([CH:8]=[CH:9][CH:10]=1)[C:5](Cl)=[O:6].Cl.[CH3:12][NH:13][O:14][CH3:15].C(NC(C)C)(C)C. The catalyst is C(Cl)Cl. The product is [Br:1][C:2]1[CH:3]=[C:4]([CH:8]=[CH:9][CH:10]=1)[C:5]([N:13]([O:14][CH3:15])[CH3:12])=[O:6]. The yield is 0.890.